Dataset: Forward reaction prediction with 1.9M reactions from USPTO patents (1976-2016). Task: Predict the product of the given reaction. Given the reactants [CH3:1][O:2][CH2:3][CH:4]1[CH2:9][CH2:8][CH2:7][N:6]([C:10]2[CH:15]=[CH:14][NH:13][C:12](=[S:16])[C:11]=2[C:17]#[N:18])[CH2:5]1.[OH-].[Na+].Cl[CH2:22][C:23]([NH2:25])=[O:24].O, predict the reaction product. The product is: [NH2:18][C:17]1[C:11]2[C:12](=[N:13][CH:14]=[CH:15][C:10]=2[N:6]2[CH2:7][CH2:8][CH2:9][CH:4]([CH2:3][O:2][CH3:1])[CH2:5]2)[S:16][C:22]=1[C:23]([NH2:25])=[O:24].